This data is from Reaction yield outcomes from USPTO patents with 853,638 reactions. The task is: Predict the reaction yield, written as a fraction of the theoretical maximum amount of product (1.0 means a 100% yield; for example, 0.34 means a 34% yield). (1) The reactants are C(N(CC)CC)C.[CH3:8][C:9]1([CH3:35])[NH:13][CH2:12][CH:11]([CH2:14][N:15]2[C:23]3[C:18](=[CH:19][C:20]([C:24]4[CH:25]=[N:26][N:27]([CH:29]5[CH2:34][CH2:33][CH2:32][CH2:31][O:30]5)[CH:28]=4)=[CH:21][CH:22]=3)[CH:17]=[N:16]2)[CH2:10]1.[C:36]1([CH2:42][CH2:43][C:44](Cl)=[O:45])[CH:41]=[CH:40][CH:39]=[CH:38][CH:37]=1.C(=O)(O)[O-].[Na+]. The catalyst is ClCCl. The product is [CH3:8][C:9]1([CH3:35])[CH2:10][CH:11]([CH2:14][N:15]2[C:23]3[C:18](=[CH:19][C:20]([C:24]4[CH:25]=[N:26][N:27]([CH:29]5[CH2:34][CH2:33][CH2:32][CH2:31][O:30]5)[CH:28]=4)=[CH:21][CH:22]=3)[CH:17]=[N:16]2)[CH2:12][N:13]1[C:44](=[O:45])[CH2:43][CH2:42][C:36]1[CH:41]=[CH:40][CH:39]=[CH:38][CH:37]=1. The yield is 0.623. (2) The reactants are [F:1][CH2:2][C@@:3]1([C:48]([O:50]CC2C=CC=CC=2)=[O:49])[CH2:8][CH2:7][C:6]([C:9]2[C:10]([CH3:47])([CH3:46])[C@H:11]3[C@:24]([CH3:27])([CH2:25][CH:26]=2)[C@@H:23]2[C@:14]([CH3:45])([C@@:15]4([CH3:44])[C@H:20]([CH2:21][CH2:22]2)[C@H:19]2[C@H:28]([C:31]([CH3:33])=[CH2:32])[CH2:29][CH2:30][C@:18]2([NH:34][C:35](=[O:43])[CH2:36][CH:37]2[CH2:42][CH2:41][O:40][CH2:39][CH2:38]2)[CH2:17][CH2:16]4)[CH2:13][CH2:12]3)=[CH:5][CH2:4]1.N[C@]12CC[C@@H](C(C)=C)[C@@H]1[C@@H]1[C@@](C)(CC2)[C@@]2(C)[C@@H]([C@]3(C)[C@@H](CC2)C(C)(C)C(C2CC[C@@](CF)(C(OCC4C=CC=CC=4)=O)CC=2)=CC3)CC1.O1CCC(CC(O)=O)CC1.CCN(C(C)C)C(C)C.CN(C(ON1N=NC2C=CC=NC1=2)=[N+](C)C)C.F[P-](F)(F)(F)(F)F. The catalyst is C(Cl)Cl. The product is [F:1][CH2:2][C@@:3]1([C:48]([OH:50])=[O:49])[CH2:8][CH2:7][C:6]([C:9]2[C:10]([CH3:47])([CH3:46])[C@H:11]3[C@:24]([CH3:27])([CH2:25][CH:26]=2)[C@@H:23]2[C@:14]([CH3:45])([C@@:15]4([CH3:44])[C@H:20]([CH2:21][CH2:22]2)[C@H:19]2[C@H:28]([C:31]([CH3:33])=[CH2:32])[CH2:29][CH2:30][C@:18]2([NH:34][C:35](=[O:43])[CH2:36][CH:37]2[CH2:42][CH2:41][O:40][CH2:39][CH2:38]2)[CH2:17][CH2:16]4)[CH2:13][CH2:12]3)=[CH:5][CH2:4]1. The yield is 1.00. (3) The reactants are [CH3:1][NH2:2].[CH:3]([C:6]1[C:7]([O:14][CH2:15][CH2:16][CH3:17])=[C:8]([CH:11]=[CH:12][CH:13]=1)[CH:9]=O)([CH3:5])[CH3:4].[BH4-].[Na+]. The catalyst is CO. The product is [CH:3]([C:6]1[C:7]([O:14][CH2:15][CH2:16][CH3:17])=[C:8]([CH:11]=[CH:12][CH:13]=1)[CH2:9][CH2:1][NH2:2])([CH3:5])[CH3:4]. The yield is 0.950.